This data is from CYP2C9 inhibition data for predicting drug metabolism from PubChem BioAssay. The task is: Regression/Classification. Given a drug SMILES string, predict its absorption, distribution, metabolism, or excretion properties. Task type varies by dataset: regression for continuous measurements (e.g., permeability, clearance, half-life) or binary classification for categorical outcomes (e.g., BBB penetration, CYP inhibition). Dataset: cyp2c9_veith. (1) The drug is c1nc(NC2CC2)c2cc(-c3ccoc3)ccc2n1. The result is 0 (non-inhibitor). (2) The compound is Cc1nc(SCC(=O)Nc2ccc3c(c2)OCCO3)c2oc3ccccc3c2n1. The result is 1 (inhibitor). (3) The compound is CP(=O)([O-])C1=CC[NH2+]CC1. The result is 0 (non-inhibitor). (4) The compound is COc1ccccc1NC(=O)CCN1C(=O)C2CC=C(Cl)CC2C1=O. The result is 0 (non-inhibitor). (5) The drug is CCCC(O)(CCC)C(=O)NNc1ccccc1. The result is 0 (non-inhibitor).